This data is from Merck oncology drug combination screen with 23,052 pairs across 39 cell lines. The task is: Regression. Given two drug SMILES strings and cell line genomic features, predict the synergy score measuring deviation from expected non-interaction effect. Drug 1: CN(C)C(=N)N=C(N)N. Drug 2: CS(=O)(=O)CCNCc1ccc(-c2ccc3ncnc(Nc4ccc(OCc5cccc(F)c5)c(Cl)c4)c3c2)o1. Cell line: HT144. Synergy scores: synergy=-2.13.